This data is from Reaction yield outcomes from USPTO patents with 853,638 reactions. The task is: Predict the reaction yield, written as a fraction of the theoretical maximum amount of product (1.0 means a 100% yield; for example, 0.34 means a 34% yield). (1) The reactants are [Br:1][C:2]1[CH:3]=[C:4]2[C:10]([C:11](=O)[CH2:12]Cl)=[CH:9][NH:8][C:5]2=[N:6][CH:7]=1.[NH2:15][C:16]([NH2:18])=[S:17]. The yield is 0.990. The catalyst is C(O)C. The product is [Br:1][C:2]1[CH:3]=[C:4]2[C:10]([C:11]3[N:15]=[C:16]([NH2:18])[S:17][CH:12]=3)=[CH:9][NH:8][C:5]2=[N:6][CH:7]=1. (2) The reactants are [C:1]([OH:4])(=[O:3])[CH3:2].C(C1C=CC(C2C=CC(O)=C(C3NC4C=CC(C(N)=N)=CC=4N=3)C=2)=CC=1)(=N)N.O[NH:34][C:35]([C:37]1[CH:62]=[CH:61][C:40]2[NH:41][C:42]([C:44]3[CH:45]=[C:46]([C:50]4[CH:55]=[CH:54][C:53]([C:56](=[NH:59])[NH:57]O)=[CH:52][C:51]=4[CH3:60])[CH:47]=[CH:48][CH:49]=3)=[N:43][C:39]=2[CH:38]=1)=[NH:36]. No catalyst specified. The product is [C:1]([OH:4])(=[O:3])[CH3:2].[C:56]([C:53]1[CH:54]=[CH:55][C:50]([C:46]2[CH:47]=[CH:48][CH:49]=[C:44]([C:42]3[NH:41][C:40]4[CH:61]=[CH:62][C:37]([C:35]([NH2:36])=[NH:34])=[CH:38][C:39]=4[N:43]=3)[CH:45]=2)=[C:51]([CH3:60])[CH:52]=1)(=[NH:57])[NH2:59]. The yield is 0.830. (3) The reactants are [Cl:1][C:2]1[CH:3]=[C:4]([CH:7]=[C:8]([OH:11])[C:9]=1[OH:10])[CH:5]=[O:6].[C:12]([O-])([O-])=O.[Cs+].[Cs+].O. The catalyst is CN(C=O)C. The product is [Cl:1][C:2]1[C:9]2[O:10][CH2:12][O:11][C:8]=2[CH:7]=[C:4]([CH:5]=[O:6])[CH:3]=1. The yield is 0.700. (4) The reactants are C12(CS(O)(=O)=O)C(C)(C)C(CC1)CC2=O.[N+:16]([C:19]1[CH:24]=[CH:23][C:22]([CH2:25][CH2:26][NH2:27])=[CH:21][CH:20]=1)([O-:18])=[O:17].[C:28]1(=O)[CH2:33][CH2:32][CH2:31][CH2:30][CH2:29]1.Cl[C:36]([N:38]=[C:39]=[O:40])=[O:37]. The catalyst is C1(C)C=CC=CC=1.O. The product is [N+:16]([C:19]1[CH:20]=[CH:21][C:22]([CH2:25][CH2:26][N:27]2[C:33]3[CH2:32][CH2:31][CH2:30][CH2:29][C:28]=3[C:39](=[O:40])[NH:38][C:36]2=[O:37])=[CH:23][CH:24]=1)([O-:18])=[O:17]. The yield is 0.730. (5) The reactants are [CH2:1]([O:3][C:4](=[O:31])[CH2:5][CH:6]1[CH2:14][C:13]2[C:8](=[CH:9][CH:10]=[C:11]([C:15]3[CH:20]=[CH:19][C:18]([O:21]CC4C=CC=CC=4)=[C:17]([F:29])[CH:16]=3)[CH:12]=2)[C:7]1=[O:30])[CH3:2].B(Br)(Br)Br.O. The catalyst is C(Cl)Cl. The product is [CH2:1]([O:3][C:4](=[O:31])[CH2:5][CH:6]1[CH2:14][C:13]2[C:8](=[CH:9][CH:10]=[C:11]([C:15]3[CH:20]=[CH:19][C:18]([OH:21])=[C:17]([F:29])[CH:16]=3)[CH:12]=2)[C:7]1=[O:30])[CH3:2]. The yield is 0.990. (6) The reactants are Cl[C:2]1[C:7]([CH:8]=[O:9])=[C:6]([N:10]2[C:22](=[O:23])[C:14]3=[CH:15][N:16]4[C:21]([CH2:20][CH2:19][CH2:18][CH2:17]4)=[C:13]3[CH:12]=[N:11]2)[N:5]=[CH:4][CH:3]=1.C([CH:26]1[CH2:31][N:30]([CH:32]2[CH2:35][O:34][CH2:33]2)[CH2:29][CH2:28][N:27]1[C:36]1[CH:37]=[CH:38][C:39]([NH:42][C:43]2[C:44](=[O:59])[N:45]([CH3:58])[CH:46]=[C:47](B3OC(C)(C)C(C)(C)O3)[CH:48]=2)=[N:40][CH:41]=1)C.C([O-])([O-])=O.[Na+].[Na+].CN(C=O)C. The catalyst is O. The product is [CH3:58][N:45]1[C:44](=[O:59])[C:43]([NH:42][C:39]2[CH:38]=[CH:37][C:36]([N:27]3[CH2:28][CH2:29][N:30]([CH:32]4[CH2:33][O:34][CH2:35]4)[CH2:31][CH2:26]3)=[CH:41][N:40]=2)=[CH:48][C:47]([C:2]2[C:7]([CH:8]=[O:9])=[C:6]([N:10]3[C:22](=[O:23])[C:14]4=[CH:15][N:16]5[C:21]([CH2:20][CH2:19][CH2:18][CH2:17]5)=[C:13]4[CH:12]=[N:11]3)[N:5]=[CH:4][CH:3]=2)=[CH:46]1. The yield is 0.400. (7) The reactants are [C:1]([C:5]1[CH:10]=[C:9]([C:11]2[CH:16]=[CH:15][CH:14]=[CH:13][C:12]=2[O:17][CH2:18][CH3:19])[C:8]([N+:20]([O-])=O)=[CH:7][C:6]=1[OH:23])([CH3:4])([CH3:3])[CH3:2]. The catalyst is CO.[Ni]. The product is [C:1]([C:5]1[CH:10]=[C:9]([C:11]2[CH:16]=[CH:15][CH:14]=[CH:13][C:12]=2[O:17][CH2:18][CH3:19])[C:8]([NH2:20])=[CH:7][C:6]=1[OH:23])([CH3:3])([CH3:2])[CH3:4]. The yield is 0.920.